This data is from Reaction yield outcomes from USPTO patents with 853,638 reactions. The task is: Predict the reaction yield, written as a fraction of the theoretical maximum amount of product (1.0 means a 100% yield; for example, 0.34 means a 34% yield). (1) The reactants are [Cl:1][C:2]1[CH:7]=[C:6](Cl)[N:5]=[CH:4][N:3]=1.O.[NH2:10][NH2:11]. The catalyst is CC(O)C. The product is [Cl:1][C:2]1[N:3]=[CH:4][N:5]=[C:6]([NH:10][NH2:11])[CH:7]=1. The yield is 0.940. (2) The reactants are [CH3:1][O:2][C:3](=[O:25])[C@H:4]([NH:14][C:15]([O:17][CH2:18][C:19]1[CH:24]=[CH:23][CH:22]=[CH:21][CH:20]=1)=[O:16])[CH2:5][C:6]1[CH:11]=[CH:10][C:9]([NH2:12])=[C:8]([NH2:13])[CH:7]=1.C(N(CC)CC)C.[C:33](N1C=CN=C1)(N1C=CN=C1)=[O:34]. The catalyst is O1CCCC1. The product is [CH3:1][O:2][C:3]([C@H:4]([NH:14][C:15](=[O:16])[O:17][CH2:18][C:19]1[CH:24]=[CH:23][CH:22]=[CH:21][CH:20]=1)[CH2:5][C:6]1[CH:11]=[CH:10][C:9]2[NH:12][C:33](=[O:34])[NH:13][C:8]=2[CH:7]=1)=[O:25]. The yield is 0.590.